Task: Predict the product of the given reaction.. Dataset: Forward reaction prediction with 1.9M reactions from USPTO patents (1976-2016) (1) Given the reactants C1(C)C=CC=CC=1.I[C:9]1([S:12][C:13]2[CH:18]=[CH:17][CH:16]=[CH:15][CH:14]=2)[CH2:11][CH2:10]1.[OH:19][C:20]1[CH:21]=[C:22]2[C:27](=[CH:28][CH:29]=1)[N:26]([CH3:30])[C:25](=[O:31])[CH2:24][CH2:23]2, predict the reaction product. The product is: [CH3:30][N:26]1[C:27]2[C:22](=[CH:21][C:20]([O:19][C:9]3([S:12][C:13]4[CH:18]=[CH:17][CH:16]=[CH:15][CH:14]=4)[CH2:11][CH2:10]3)=[CH:29][CH:28]=2)[CH2:23][CH2:24][C:25]1=[O:31]. (2) Given the reactants CO[C:3]1[CH:4]=[C:5]([N:9]2[C:21]3[CH:20]=[CH:19][C:18]([Br:22])=[CH:17][C:16]=3[C:15]3[C:10]2=[CH:11][CH:12]=[C:13](Br)[CH:14]=3)[CH:6]=[CH:7][CH:8]=1.C([Li])CCC.Cl[Si:30]([C:43]1[CH:48]=[CH:47][CH:46]=[CH:45][CH:44]=1)([C:37]1[CH:42]=[CH:41][CH:40]=[CH:39][CH:38]=1)[C:31]1[CH:36]=[CH:35][CH:34]=[CH:33][CH:32]=1.[Cl-].[NH4+], predict the reaction product. The product is: [Br:22][C:18]1[CH:19]=[CH:20][C:21]2[N:9]([C:10]3[CH:15]=[CH:14][CH:13]=[CH:12][CH:11]=3)[C:5]3[C:6]([C:16]=2[CH:17]=1)=[CH:7][C:8]([Si:30]([C:37]1[CH:38]=[CH:39][CH:40]=[CH:41][CH:42]=1)([C:43]1[CH:48]=[CH:47][CH:46]=[CH:45][CH:44]=1)[C:31]1[CH:32]=[CH:33][CH:34]=[CH:35][CH:36]=1)=[CH:3][CH:4]=3. (3) Given the reactants [Br:1][C:2]1[CH:3]=[C:4]([C:8]2([C:18]3[CH:23]=[CH:22][N:21]=[CH:20][CH:19]=3)[C:12]3=[N:13][CH2:14][CH2:15][CH2:16][N:11]3[C:10](=S)[NH:9]2)[CH:5]=[CH:6][CH:7]=1.C(OO)(C)(C)C.[NH3:30], predict the reaction product. The product is: [Br:1][C:2]1[CH:3]=[C:4]([C:8]2([C:18]3[CH:23]=[CH:22][N:21]=[CH:20][CH:19]=3)[C:12]3=[N:13][CH2:14][CH2:15][CH2:16][N:11]3[C:10]([NH2:30])=[N:9]2)[CH:5]=[CH:6][CH:7]=1. (4) The product is: [CH2:8]([N:6]1[C:5](=[O:15])[N:4]([CH3:16])[C:3](=[O:17])[C:2]([O:18][CH2:19][CH2:20][CH2:21][C:22]2[CH:23]=[C:24]([CH:34]=[CH:35][CH:36]=2)[O:25][C:26]([CH3:33])([CH3:32])[C:27]([O:29][CH2:30][CH3:31])=[O:28])=[N:7]1)[CH2:9][CH2:10][CH2:11][CH2:12][CH2:13][CH3:14]. Given the reactants Br[C:2]1[C:3](=[O:17])[N:4]([CH3:16])[C:5](=[O:15])[N:6]([CH2:8][CH2:9][CH2:10][CH2:11][CH2:12][CH2:13][CH3:14])[N:7]=1.[OH:18][CH2:19][CH2:20][CH2:21][C:22]1[CH:23]=[C:24]([CH:34]=[CH:35][CH:36]=1)[O:25][C:26]([CH3:33])([CH3:32])[C:27]([O:29][CH2:30][CH3:31])=[O:28], predict the reaction product. (5) The product is: [CH:5]([C:4]1[C:3]([O:10][CH3:11])=[C:2]([CH:9]=[CH:8][CH:7]=1)[O:1][CH2:13][C:14]([O:16][CH2:17][CH3:18])=[O:15])=[O:6]. Given the reactants [OH:1][C:2]1[C:3]([O:10][CH3:11])=[C:4]([CH:7]=[CH:8][CH:9]=1)[CH:5]=[O:6].Br[CH2:13][C:14]([O:16][CH2:17][CH3:18])=[O:15], predict the reaction product. (6) Given the reactants [C:1]([O:5][C:6]([N:8]1[CH2:14][C@@H:13]([C:15]2[CH:20]=[CH:19][C:18]([Cl:21])=[C:17]([Cl:22])[CH:16]=2)[C@H:12]([C:23]([OH:25])=[O:24])[O:11][CH2:10][CH2:9]1)=[O:7])([CH3:4])([CH3:3])[CH3:2].[C:26](=O)([O-])[O-].[K+].[K+].CI.O, predict the reaction product. The product is: [Cl:22][C:17]1[CH:16]=[C:15]([C@H:13]2[C@H:12]([C:23]([O:25][CH3:26])=[O:24])[O:11][CH2:10][CH2:9][N:8]([C:6]([O:5][C:1]([CH3:4])([CH3:2])[CH3:3])=[O:7])[CH2:14]2)[CH:20]=[CH:19][C:18]=1[Cl:21]. (7) Given the reactants [C:1]([O:5][C:6]([NH:8][C@@H:9]([CH:13]1[CH2:18][CH2:17][CH2:16][CH2:15][CH2:14]1)[C:10]([OH:12])=O)=[O:7])([CH3:4])([CH3:3])[CH3:2].C1C=CC2N(O)N=NC=2C=1.CN(C(ON1N=NC2C=CC=CC1=2)=[N+](C)C)C.F[P-](F)(F)(F)(F)F.[NH:53]1[CH2:57][CH2:56][CH2:55][C@H:54]1[C:58]1[CH:63]=[CH:62][N:61]=[C:60]([N:64]2[C:72]3[C:67](=[CH:68][CH:69]=[CH:70][CH:71]=3)[CH2:66][CH2:65]2)[CH:59]=1.C(NC(C)C)(C)C, predict the reaction product. The product is: [C:1]([O:5][C:6](=[O:7])[NH:8][C@@H:9]([CH:13]1[CH2:18][CH2:17][CH2:16][CH2:15][CH2:14]1)[C:10]([N:53]1[CH2:57][CH2:56][CH2:55][C@H:54]1[C:58]1[CH:63]=[CH:62][N:61]=[C:60]([N:64]2[C:72]3[C:67](=[CH:68][CH:69]=[CH:70][CH:71]=3)[CH2:66][CH2:65]2)[CH:59]=1)=[O:12])([CH3:2])([CH3:3])[CH3:4]. (8) Given the reactants [OH-:1].[Na+].CN(C(N=NC(N(C)C)=O)=O)C.Cl.[NH2:16]O.[C:18]1([P:24](Cl)([C:26]2[CH:31]=[CH:30][CH:29]=[CH:28][CH:27]=2)=[O:25])[CH:23]=[CH:22][CH:21]=[CH:20][CH:19]=1, predict the reaction product. The product is: [NH2:16][O:25][P:24](=[O:1])([C:26]1[CH:31]=[CH:30][CH:29]=[CH:28][CH:27]=1)[C:18]1[CH:23]=[CH:22][CH:21]=[CH:20][CH:19]=1. (9) Given the reactants [Cl:1][C:2]1[CH:7]=[CH:6][C:5]([CH2:8][C@@H:9]([NH:29][C:30]([CH:32]2[CH2:37][CH2:36][CH2:35][CH2:34][NH:33]2)=[O:31])[C:10]([N:12]2[CH2:17][CH2:16][N:15]([C:18]3[CH:23]=[CH:22][CH:21]=[CH:20][C:19]=3[NH:24][S:25]([CH3:28])(=[O:27])=[O:26])[CH2:14][CH2:13]2)=[O:11])=[CH:4][CH:3]=1.F[C:39](F)(F)C([O-])=O.CCN(C(C)C)C(C)C.C=O.[BH-](OC(C)=O)(OC(C)=O)OC(C)=O.[Na+], predict the reaction product. The product is: [Cl:1][C:2]1[CH:3]=[CH:4][C:5]([CH2:8][C@@H:9]([NH:29][C:30]([CH:32]2[CH2:37][CH2:36][CH2:35][CH2:34][N:33]2[CH3:39])=[O:31])[C:10]([N:12]2[CH2:13][CH2:14][N:15]([C:18]3[CH:23]=[CH:22][CH:21]=[CH:20][C:19]=3[NH:24][S:25]([CH3:28])(=[O:27])=[O:26])[CH2:16][CH2:17]2)=[O:11])=[CH:6][CH:7]=1.